This data is from Forward reaction prediction with 1.9M reactions from USPTO patents (1976-2016). The task is: Predict the product of the given reaction. (1) Given the reactants [CH2:1]1[CH2:6][CH:5]([C:7]([OH:9])=[O:8])[NH:4][CH2:3][CH2:2]1.[C:10](OC(=O)C)(=[O:12])C.O, predict the reaction product. The product is: [CH:10]([N:4]1[CH2:3][CH2:2][CH2:1][CH2:6][CH:5]1[C:7]([OH:9])=[O:8])=[O:12]. (2) Given the reactants Br[C:2]1[C:3]([F:8])=[N:4][CH:5]=[CH:6][CH:7]=1.CC1(C)C(C)(C)OC([C:17]2[CH2:18][CH2:19][O:20][CH2:21][CH:22]=2)O1.[O-]P([O-])([O-])=O.[K+].[K+].[K+], predict the reaction product. The product is: [F:8][C:3]1[C:2]([CH:17]2[CH2:22][CH2:21][O:20][CH2:19][CH2:18]2)=[CH:7][CH:6]=[CH:5][N:4]=1.